From a dataset of Forward reaction prediction with 1.9M reactions from USPTO patents (1976-2016). Predict the product of the given reaction. (1) Given the reactants C([O-])(=O)C.[NH4+].[BH3-][C:7]#[N:8].[Na+].C[C:11]([C:13]1[CH:18]=[CH:17][C:16]([Cl:19])=[C:15]([N+:20]([O-:22])=[O:21])[CH:14]=1)=O.C([O-])(O)=O.[Na+], predict the reaction product. The product is: [Cl:19][C:16]1[CH:17]=[CH:18][C:13]([CH3:11])([CH2:7][NH2:8])[CH2:14][C:15]=1[N+:20]([O-:22])=[O:21]. (2) Given the reactants [Br:1][C:2]1[CH:3]=[CH:4][C:5]2[C:9]3[CH:10]=[CH:11][CH:12]=[CH:13][C:8]=3[S:7](=[O:14])[C:6]=2[CH:15]=1.S(=O)(=O)(O)O.[N+:21]([O-])([OH:23])=[O:22], predict the reaction product. The product is: [Br:1][C:2]1[CH:3]=[CH:4][C:5]2[C:9]3[CH:10]=[CH:11][C:12]([N+:21]([O-:23])=[O:22])=[CH:13][C:8]=3[S:7](=[O:14])[C:6]=2[CH:15]=1. (3) Given the reactants [F:1][C:2]1[CH:7]=[CH:6][C:5]([C:8]2[CH:9]=[C:10]3[C:15](=[CH:16][CH:17]=2)[CH:14]=[C:13]([S:18]([C:21]2[N:28]=[CH:27][CH:26]=[CH:25][C:22]=2[CH:23]=O)(=[O:20])=[O:19])[CH:12]=[CH:11]3)=[CH:4][CH:3]=1.[CH3:29][C:30]([S:33]([NH2:35])=[O:34])([CH3:32])[CH3:31].C(OCC)(=O)C, predict the reaction product. The product is: [F:1][C:2]1[CH:7]=[CH:6][C:5]([C:8]2[CH:9]=[C:10]3[C:15](=[CH:16][CH:17]=2)[CH:14]=[C:13]([S:18]([C:21]2[C:22](/[CH:23]=[N:35]/[S:33]([C:30]([CH3:32])([CH3:31])[CH3:29])=[O:34])=[CH:25][CH:26]=[CH:27][N:28]=2)(=[O:20])=[O:19])[CH:12]=[CH:11]3)=[CH:4][CH:3]=1. (4) Given the reactants [Cl:1][C:2]1[CH:7]=[CH:6][C:5]([C:8]2[C:9]([NH2:14])=[CH:10][CH:11]=[CH:12][CH:13]=2)=[CH:4][CH:3]=1.[C:15](OC(=O)C)(=[O:17])[CH3:16].N1C=CC=CC=1, predict the reaction product. The product is: [Cl:1][C:2]1[CH:3]=[CH:4][C:5]([C:8]2[CH:13]=[CH:12][CH:11]=[CH:10][C:9]=2[NH:14][C:15](=[O:17])[CH3:16])=[CH:6][CH:7]=1. (5) Given the reactants ClC(N(C)C)=C(C)C.[Br:9][C:10]1[CH:23]=[C:22]2[C:13]([O:14][C:15]3[C:16]([F:41])=[CH:17][C:18]([O:39][CH3:40])=[CH:19][C:20]=3[C:21]2([NH:27][C:28]([NH:30]C(=O)C2C=CC=CC=2)=[S:29])[CH2:24][CH2:25]O)=[CH:12][CH:11]=1.[OH-].[Li+].BrC1C=C2C(OC3C(F)=CC(OC)=CC=3C32CCSC(NC(=O)C2C=CC=CC=2)=N3)=CC=1, predict the reaction product. The product is: [Br:9][C:10]1[CH:23]=[C:22]2[C:13]([O:14][C:15]3[C:16]([F:41])=[CH:17][C:18]([O:39][CH3:40])=[CH:19][C:20]=3[C:21]32[CH2:24][CH2:25][S:29][C:28]([NH2:30])=[N:27]3)=[CH:12][CH:11]=1. (6) Given the reactants Cl[C:2]1[N:3]=[N:4][CH:5]=[C:6]([C:8]([N:10]2[CH2:15][CH2:14][CH2:13][CH:12]([C:16]3[CH:21]=[CH:20][C:19]([C:22]([F:25])([F:24])[F:23])=[CH:18][C:17]=3[O:26][CH3:27])[CH2:11]2)=[O:9])[CH:7]=1.[CH3:28][NH2:29], predict the reaction product. The product is: [CH3:27][O:26][C:17]1[CH:18]=[C:19]([C:22]([F:25])([F:24])[F:23])[CH:20]=[CH:21][C:16]=1[CH:12]1[CH2:13][CH2:14][CH2:15][N:10]([C:8]([C:6]2[CH:7]=[C:2]([NH:29][CH3:28])[N:3]=[N:4][CH:5]=2)=[O:9])[CH2:11]1. (7) Given the reactants [I:1][C:2]1[CH:3]=[N:4][NH:5][CH:6]=1.Cl[C:8]1[CH:13]=[CH:12][C:11]([N+:14]([O-:16])=[O:15])=[CH:10][N:9]=1.C(=O)([O-])[O-].[K+].[K+], predict the reaction product. The product is: [I:1][C:2]1[CH:3]=[N:4][N:5]([C:8]2[CH:13]=[CH:12][C:11]([N+:14]([O-:16])=[O:15])=[CH:10][N:9]=2)[CH:6]=1. (8) Given the reactants [F:1][C:2]1([F:31])[CH2:30][CH2:29][C:5]2[C:6]([C:23]3[S:24][CH:25]=[C:26]([CH3:28])[N:27]=3)=[C:7]([NH:9][C:10]([C:12]3CCOC[C:17]=3[C:18]([O:20]CC)=[O:19])=[O:11])[S:8][C:4]=2[CH2:3]1.[CH3:32][CH2:33][OH:34].[CH3:35]CCCCCC, predict the reaction product. The product is: [F:31][C:2]1([F:1])[CH2:3][C:4]2[S:8][C:7]([NH:9][C:10]([C:12]3[CH2:35][O:34][CH2:33][CH2:32][C:17]=3[C:18]([OH:20])=[O:19])=[O:11])=[C:6]([C:23]3[S:24][CH:25]=[C:26]([CH3:28])[N:27]=3)[C:5]=2[CH2:29][CH2:30]1. (9) Given the reactants Cl[S:2]([OH:5])(=[O:4])=[O:3].[N:6]1[CH:7]=[CH:8][N:9]2[CH:14]=[CH:13][CH:12]=[CH:11][C:10]=12, predict the reaction product. The product is: [N:6]1[CH:7]=[C:8]([S:2]([OH:5])(=[O:4])=[O:3])[N:9]2[CH:14]=[CH:13][CH:12]=[CH:11][C:10]=12.